The task is: Predict the reaction yield, written as a fraction of the theoretical maximum amount of product (1.0 means a 100% yield; for example, 0.34 means a 34% yield).. This data is from Reaction yield outcomes from USPTO patents with 853,638 reactions. (1) The reactants are [F:1][CH2:2][CH2:3][O:4][C:5]1[CH:6]=[C:7]([C:13]2[S:14][C:15]([CH3:23])=[C:16]([C:18](OCC)=[O:19])[N:17]=2)[CH:8]=[CH:9][C:10]=1[O:11][CH3:12].[H-].C([Al+]CC(C)C)C(C)C. The catalyst is C(Cl)Cl. The product is [F:1][CH2:2][CH2:3][O:4][C:5]1[CH:6]=[C:7]([C:13]2[S:14][C:15]([CH3:23])=[C:16]([CH2:18][OH:19])[N:17]=2)[CH:8]=[CH:9][C:10]=1[O:11][CH3:12]. The yield is 0.880. (2) The reactants are Br[C:2]1[CH:3]=[C:4]([S:8]([NH:11][C:12]2[CH:21]=[CH:20][C:15]([C:16]([O:18][CH3:19])=[O:17])=[C:14]([OH:22])[CH:13]=2)(=[O:10])=[O:9])[CH:5]=[CH:6][CH:7]=1.[F:23][C:24]1[CH:29]=[CH:28][C:27]([F:30])=[CH:26][C:25]=1B(O)O. No catalyst specified. The product is [F:23][C:24]1[CH:29]=[CH:28][C:27]([F:30])=[CH:26][C:25]=1[C:2]1[CH:7]=[CH:6][CH:5]=[C:4]([S:8]([NH:11][C:12]2[CH:21]=[CH:20][C:15]([C:16]([O:18][CH3:19])=[O:17])=[C:14]([OH:22])[CH:13]=2)(=[O:10])=[O:9])[CH:3]=1. The yield is 0.720. (3) The reactants are Br[C:2]1[CH:3]=[C:4]2[C:9](=[C:10]([O:12][CH3:13])[CH:11]=1)[O:8][CH:7]([C:14]([F:17])([F:16])[F:15])[C:6]([C:18]([O:20][CH2:21][CH3:22])=[O:19])=[CH:5]2.C([O-])(=O)C.[K+].[B:28]1([B:28]2[O:32][C:31]([CH3:34])([CH3:33])[C:30]([CH3:36])([CH3:35])[O:29]2)[O:32][C:31]([CH3:34])([CH3:33])[C:30]([CH3:36])([CH3:35])[O:29]1.O. The catalyst is O1CCOCC1.[Pd].C1(P(C2CCCCC2)C2CCCCC2)CCCCC1. The product is [CH3:13][O:12][C:10]1[CH:11]=[C:2]([B:28]2[O:32][C:31]([CH3:34])([CH3:33])[C:30]([CH3:36])([CH3:35])[O:29]2)[CH:3]=[C:4]2[C:9]=1[O:8][CH:7]([C:14]([F:17])([F:16])[F:15])[C:6]([C:18]([O:20][CH2:21][CH3:22])=[O:19])=[CH:5]2. The yield is 0.950.